This data is from Reaction yield outcomes from USPTO patents with 853,638 reactions. The task is: Predict the reaction yield, written as a fraction of the theoretical maximum amount of product (1.0 means a 100% yield; for example, 0.34 means a 34% yield). (1) The reactants are [NH2:1][C@@H:2]1[C:11]2[C:6](=[CH:7][CH:8]=[CH:9][CH:10]=2)[C@H:5]([OH:12])[CH2:4][CH2:3]1.[H-].[Na+].[CH2:15]([O:18][CH:19]1[CH2:24][CH2:23][N:22]([C:25]2[N:29]3[CH:30]=[C:31](F)[CH:32]=[CH:33][C:28]3=[N:27][N:26]=2)[CH2:21][CH2:20]1)[CH:16]=[CH2:17].CC(O)=O. The catalyst is CN(C=O)C. The product is [CH2:15]([O:18][CH:19]1[CH2:20][CH2:21][N:22]([C:25]2[N:29]3[CH:30]=[C:31]([O:12][C@H:5]4[C:6]5[C:11](=[CH:10][CH:9]=[CH:8][CH:7]=5)[C@@H:2]([NH2:1])[CH2:3][CH2:4]4)[CH:32]=[CH:33][C:28]3=[N:27][N:26]=2)[CH2:23][CH2:24]1)[CH:16]=[CH2:17]. The yield is 0.810. (2) The reactants are Cl.Cl.[NH2:3][CH2:4][C:5]([N:7]1[CH2:12][CH2:11][C@H:10]([NH:13][CH2:14][C:15]2[CH:16]=[C:17]([C:23]3[CH:28]=[CH:27][C:26]([C:29]#[N:30])=[CH:25][CH:24]=3)[CH:18]=[CH:19][C:20]=2[O:21][CH3:22])[C@H:9]([C:31]2[CH:36]=[CH:35][CH:34]=[CH:33][CH:32]=2)[CH2:8]1)=[O:6].CCN(CC)CC.[CH3:44][S:45](Cl)(=[O:47])=[O:46].O. The catalyst is C1COCC1. The product is [C:29]([C:26]1[CH:25]=[CH:24][C:23]([C:17]2[CH:18]=[CH:19][C:20]([O:21][CH3:22])=[C:15]([CH2:14][NH:13][C@H:10]3[CH2:11][CH2:12][N:7]([C:5](=[O:6])[CH2:4][NH:3][S:45]([CH3:44])(=[O:47])=[O:46])[CH2:8][C@H:9]3[C:31]3[CH:32]=[CH:33][CH:34]=[CH:35][CH:36]=3)[CH:16]=2)=[CH:28][CH:27]=1)#[N:30]. The yield is 0.370. (3) The reactants are [OH:1][C:2]12[CH2:11][CH:6]3[CH2:7][CH:8]([CH2:10][CH:4]([C:5]3=O)[CH2:3]1)[CH2:9]2.[CH3:13][CH:14]([NH2:21])[C:15]1[CH:20]=[CH:19][CH:18]=[CH:17][CH:16]=1.C(O)=O. The catalyst is [Ir].C(OCC)(=O)C. The product is [C:15]1([CH:14]([NH:21][CH:5]2[CH:6]3[CH2:11][C:2]4([OH:1])[CH2:9][CH:8]([CH2:10][CH:4]2[CH2:3]4)[CH2:7]3)[CH3:13])[CH:20]=[CH:19][CH:18]=[CH:17][CH:16]=1. The yield is 0.990. (4) The product is [Br:13][C:14]1[CH:19]=[CH:18][C:17]2[N:20]=[C:31]([C@@H:30]3[CH2:34][CH2:35][CH2:36][N:29]3[C:22]([O:24][C:25]([CH3:26])([CH3:28])[CH3:27])=[O:23])[NH:21][C:16]=2[CH:15]=1. The catalyst is C(Cl)Cl.O.C(O)(=O)C. The reactants are CCN=C=NCCCN(C)C.Cl.[Br:13][C:14]1[CH:15]=[C:16]([NH2:21])[C:17]([NH2:20])=[CH:18][CH:19]=1.[C:22]([N:29]1[CH2:36][CH2:35][CH2:34][C@H:30]1[C:31](O)=O)([O:24][C:25]([CH3:28])([CH3:27])[CH3:26])=[O:23].ON1C2C=CC=CC=2N=N1. The yield is 0.612. (5) The reactants are [CH3:1][N:2]1[C:8]2[CH:9]=[CH:10][CH:11]=[CH:12][C:7]=2[C:6]([C:13]2[CH:18]=[CH:17][CH:16]=[CH:15][CH:14]=2)=[N:5][CH:4]([NH:19][C:20](=[O:32])[CH2:21][CH2:22][CH2:23][CH2:24][CH2:25][CH2:26][C:27]([O:29]CC)=[O:28])[C:3]1=[O:33].[OH-].[Na+].[NH4+].[Cl-]. The catalyst is C1COCC1.CO.O. The product is [CH3:1][N:2]1[C:8]2[CH:9]=[CH:10][CH:11]=[CH:12][C:7]=2[C:6]([C:13]2[CH:18]=[CH:17][CH:16]=[CH:15][CH:14]=2)=[N:5][CH:4]([NH:19][C:20](=[O:32])[CH2:21][CH2:22][CH2:23][CH2:24][CH2:25][CH2:26][C:27]([OH:29])=[O:28])[C:3]1=[O:33]. The yield is 0.990. (6) The reactants are [C:1]([O:5][C:6]([N:8]([CH2:23][C@@H:24]([OH:31])[C:25]1[CH:30]=[CH:29][CH:28]=[CH:27][CH:26]=1)[CH2:9][C@H:10]([NH:12]C(=O)OCC1C=CC=CC=1)[CH3:11])=[O:7])([CH3:4])([CH3:3])[CH3:2].[H][H]. The catalyst is CO.[OH-].[Pd+2].[OH-].[C]. The product is [NH2:12][C@H:10]([CH3:11])[CH2:9][N:8]([CH2:23][C@@H:24]([OH:31])[C:25]1[CH:30]=[CH:29][CH:28]=[CH:27][CH:26]=1)[C:6](=[O:7])[O:5][C:1]([CH3:4])([CH3:3])[CH3:2]. The yield is 0.960. (7) The reactants are CO[C:3](=[O:26])[C:4]1[CH:9]=[CH:8][C:7]([O:10][CH2:11][C:12]2[C:13]([C:18]3[CH:23]=[CH:22][C:21]([F:24])=[C:20]([F:25])[CH:19]=3)=[N:14][O:15][C:16]=2[CH3:17])=[N:6][CH:5]=1.[CH:27]([NH2:30])([CH3:29])[CH3:28]. No catalyst specified. The product is [F:25][C:20]1[CH:19]=[C:18]([C:13]2[C:12]([CH2:11][O:10][C:7]3[CH:8]=[CH:9][C:4]([C:3]([NH:30][CH:27]([CH3:29])[CH3:28])=[O:26])=[CH:5][N:6]=3)=[C:16]([CH3:17])[O:15][N:14]=2)[CH:23]=[CH:22][C:21]=1[F:24]. The yield is 0.740. (8) The reactants are [Cl:1][C:2]1[CH:3]=[C:4]([S:8]([NH:11][C:12]2[CH:13]=[C:14]([CH:18]=[CH:19][CH:20]=2)[C:15]([OH:17])=O)(=[O:10])=[O:9])[CH:5]=[CH:6][CH:7]=1.C([O:23][C:24](=[O:33])[C:25]1[CH:30]=[CH:29][C:28]([NH2:31])=[CH:27][C:26]=1[F:32])C.C(N(C(C)C)CC)(C)C.CN(C(ON1N=NC2C=CC=NC1=2)=[N+](C)C)C.F[P-](F)(F)(F)(F)F. The catalyst is CN(C=O)C.C(OCC)(=O)C.O. The product is [Cl:1][C:2]1[CH:3]=[C:4]([S:8]([NH:11][C:12]2[CH:13]=[C:14]([CH:18]=[CH:19][CH:20]=2)[C:15]([NH:31][C:28]2[CH:29]=[CH:30][C:25]([C:24]([OH:33])=[O:23])=[C:26]([F:32])[CH:27]=2)=[O:17])(=[O:9])=[O:10])[CH:5]=[CH:6][CH:7]=1. The yield is 0.150. (9) The reactants are Br[C:2]1[CH:3]=[C:4]2[C:10]([NH:11][CH2:12][C:13]3[CH:18]=[CH:17][C:16]([F:19])=[C:15]([F:20])[CH:14]=3)=[N:9][N:8]([CH2:21][C:22]3[CH:27]=[CH:26][C:25]([O:28][CH3:29])=[CH:24][CH:23]=3)[C:5]2=[N:6][CH:7]=1.[C:30]([Cu])#[N:31]. The catalyst is O1CCOCC1.C1C=CC([P]([Pd]([P](C2C=CC=CC=2)(C2C=CC=CC=2)C2C=CC=CC=2)([P](C2C=CC=CC=2)(C2C=CC=CC=2)C2C=CC=CC=2)[P](C2C=CC=CC=2)(C2C=CC=CC=2)C2C=CC=CC=2)(C2C=CC=CC=2)C2C=CC=CC=2)=CC=1. The product is [C:30]([C:2]1[CH:3]=[C:4]2[C:10]([NH:11][CH2:12][C:13]3[CH:18]=[CH:17][C:16]([F:19])=[C:15]([F:20])[CH:14]=3)=[N:9][N:8]([CH2:21][C:22]3[CH:27]=[CH:26][C:25]([O:28][CH3:29])=[CH:24][CH:23]=3)[C:5]2=[N:6][CH:7]=1)#[N:31]. The yield is 0.566. (10) The reactants are [CH2:1]([O:3][CH:4]([O:19][CH2:20][CH3:21])[C@@H:5]([NH:7][CH2:8][C:9]1[C:18]2[C:13](=[CH:14][CH:15]=[CH:16][CH:17]=2)[CH:12]=[CH:11][CH:10]=1)[CH3:6])[CH3:2].[NH:22]([C:28]([O:30][CH2:31][CH:32]1[C:44]2[C:39](=[CH:40][CH:41]=[CH:42][CH:43]=2)[C:38]2[C:33]1=[CH:34][CH:35]=[CH:36][CH:37]=2)=[O:29])[C@H:23]([C:25](O)=[O:26])[CH3:24].CN(C(ON1N=NC2C=CC=NC1=2)=[N+](C)C)C.F[P-](F)(F)(F)(F)F.CCN(C(C)C)C(C)C. The catalyst is CN(C=O)C.C(OCC)(=O)C.O. The product is [CH2:20]([O:19][CH:4]([O:3][CH2:1][CH3:2])[C@@H:5]([N:7]([CH2:8][C:9]1[C:18]2[C:13](=[CH:14][CH:15]=[CH:16][CH:17]=2)[CH:12]=[CH:11][CH:10]=1)[C:25](=[O:26])[C@@H:23]([NH:22][C:28](=[O:29])[O:30][CH2:31][CH:32]1[C:33]2[CH:34]=[CH:35][CH:36]=[CH:37][C:38]=2[C:39]2[C:44]1=[CH:43][CH:42]=[CH:41][CH:40]=2)[CH3:24])[CH3:6])[CH3:21]. The yield is 0.710.